Dataset: Full USPTO retrosynthesis dataset with 1.9M reactions from patents (1976-2016). Task: Predict the reactants needed to synthesize the given product. (1) Given the product [Cl:9][C:10]1[CH:15]=[CH:14][C:13]([C:16]2[NH:1][C:2]3[N:6]([N:5]=[CH:4][C:3]=3[C:7]#[N:8])[C:18](=[O:19])[CH:17]=2)=[CH:12][C:11]=1[O:24][CH3:25], predict the reactants needed to synthesize it. The reactants are: [NH2:1][C:2]1[NH:6][N:5]=[CH:4][C:3]=1[C:7]#[N:8].[Cl:9][C:10]1[CH:15]=[CH:14][C:13]([C:16](=O)[CH2:17][C:18](OCC)=[O:19])=[CH:12][C:11]=1[O:24][CH3:25]. (2) Given the product [CH3:9][N:10]([CH3:1])[CH2:11][CH2:12][CH:13]([NH:21][C:22]1[CH:23]=[C:24]2[C:33](=[CH:34][CH:35]=1)[S:32][C:31]1[C:30]([C:36]3[NH:41][C:40](=[O:42])[CH:39]=[C:38]([N:43]4[CH2:44][CH2:45][O:46][CH2:47][CH2:48]4)[CH:37]=3)=[CH:29][CH:28]=[CH:27][C:26]=1[S:25]2)[C:14]1[CH:19]=[CH:18][CH:17]=[C:16]([CH3:20])[N:15]=1, predict the reactants needed to synthesize it. The reactants are: [C:1](=O)([O-])[O-].[K+].[K+].CI.[CH3:9][NH:10][CH2:11][CH2:12][CH:13]([NH:21][C:22]1[CH:23]=[C:24]2[C:33](=[CH:34][CH:35]=1)[S:32][C:31]1[C:30]([C:36]3[NH:41][C:40](=[O:42])[CH:39]=[C:38]([N:43]4[CH2:48][CH2:47][O:46][CH2:45][CH2:44]4)[CH:37]=3)=[CH:29][CH:28]=[CH:27][C:26]=1[S:25]2)[C:14]1[CH:19]=[CH:18][CH:17]=[C:16]([CH3:20])[N:15]=1.C(=O)([O-])O.[Na+]. (3) Given the product [C:1]([C:5]1[CH:6]=[C:7]2[C:9]([C:15](=[O:14])[C:16]([C:17]([O:19][CH2:20][CH3:21])=[O:18])=[CH:22][NH:8]2)=[CH:10][CH:11]=1)([CH3:4])([CH3:2])[CH3:3], predict the reactants needed to synthesize it. The reactants are: [C:1]([C:5]1[CH:6]=[C:7]([CH:9]=[CH:10][CH:11]=1)[NH2:8])([CH3:4])([CH3:3])[CH3:2].C([O:14][CH:15]=[C:16]([C:22](OCC)=O)[C:17]([O:19][CH2:20][CH3:21])=[O:18])C. (4) Given the product [CH3:58][S:59]([O:1][CH2:2][C:3]1[CH:8]=[C:7]([C:9]([F:11])([F:10])[F:12])[N:6]=[C:5]([O:13][C@H:14]2[CH2:15][CH2:16][C@@H:17]([N:20]3[CH2:21][C:22]([CH2:46][C:47]#[N:48])([N:24]4[CH:28]=[C:27]([C:29]5[C:30]6[CH:37]=[CH:36][N:35]([CH2:38][O:39][CH2:40][CH2:41][Si:42]([CH3:43])([CH3:44])[CH3:45])[C:31]=6[N:32]=[CH:33][N:34]=5)[CH:26]=[N:25]4)[CH2:23]3)[CH2:18][CH2:19]2)[CH:4]=1)(=[O:61])=[O:60], predict the reactants needed to synthesize it. The reactants are: [OH:1][CH2:2][C:3]1[CH:8]=[C:7]([C:9]([F:12])([F:11])[F:10])[N:6]=[C:5]([O:13][C@@H:14]2[CH2:19][CH2:18][C@H:17]([N:20]3[CH2:23][C:22]([CH2:46][C:47]#[N:48])([N:24]4[CH:28]=[C:27]([C:29]5[C:30]6[CH:37]=[CH:36][N:35]([CH2:38][O:39][CH2:40][CH2:41][Si:42]([CH3:45])([CH3:44])[CH3:43])[C:31]=6[N:32]=[CH:33][N:34]=5)[CH:26]=[N:25]4)[CH2:21]3)[CH2:16][CH2:15]2)[CH:4]=1.C(N(CC)C(C)C)(C)C.[CH3:58][S:59](Cl)(=[O:61])=[O:60].CCOC(C)=O. (5) Given the product [CH3:26][O:10][C:9](=[O:11])[CH2:8][C:7]1[C:2]([CH3:1])=[N:3][C:4]([C:12]2[CH:17]=[CH:16][C:15]([C:18]([F:19])([F:21])[F:20])=[CH:14][CH:13]=2)=[CH:5][CH:6]=1, predict the reactants needed to synthesize it. The reactants are: [CH3:1][C:2]1[C:7]([CH2:8][C:9]([OH:11])=[O:10])=[CH:6][CH:5]=[C:4]([C:12]2[CH:17]=[CH:16][C:15]([C:18]([F:21])([F:20])[F:19])=[CH:14][CH:13]=2)[N:3]=1.S(Cl)(Cl)=O.[CH3:26]O.